Dataset: Peptide-MHC class I binding affinity with 185,985 pairs from IEDB/IMGT. Task: Regression. Given a peptide amino acid sequence and an MHC pseudo amino acid sequence, predict their binding affinity value. This is MHC class I binding data. The peptide sequence is WLYDLWGQL. The MHC is HLA-B27:05 with pseudo-sequence HLA-B27:05. The binding affinity (normalized) is 0.213.